This data is from Catalyst prediction with 721,799 reactions and 888 catalyst types from USPTO. The task is: Predict which catalyst facilitates the given reaction. (1) Reactant: [F:1][C:2]([S:5][C:6]1[CH:11]=[CH:10][CH:9]=[CH:8][C:7]=1[C:12]#[C:13][C:14]1[CH:19]=[CH:18][CH:17]=[CH:16][CH:15]=1)([F:4])[F:3].[F:20][C:21]([F:27])([F:26])[S:22]([OH:25])(=[O:24])=[O:23].CCOCC. Product: [F:20][C:21]([F:27])([F:26])[S:22]([O-:25])(=[O:24])=[O:23].[F:1][C:2]([F:4])([F:3])[S+:5]1[C:13]([C:14]2[CH:19]=[CH:18][CH:17]=[CH:16][CH:15]=2)=[CH:12][C:7]2[CH:8]=[CH:9][CH:10]=[CH:11][C:6]1=2. The catalyst class is: 643. (2) Reactant: Br[CH2:2][C:3]1[N:7]([CH3:8])[CH:6]=[N:5][C:4]=1[Cl:9].C(=O)([O-])[O-].[K+].[K+].[CH3:16][C:17]1[N:22]=[C:21]([SH:23])[N:20]=[C:19]([OH:24])[CH:18]=1. Product: [Cl:9][C:4]1[N:5]=[CH:6][N:7]([CH3:8])[C:3]=1[CH2:2][S:23][C:21]1[N:20]=[C:19]([OH:24])[CH:18]=[C:17]([CH3:16])[N:22]=1. The catalyst class is: 3. (3) Reactant: [Cl:1][C:2]([Cl:28])([Cl:27])[CH2:3][O:4][C:5]([C@@H:7]1[CH2:12][CH2:11][CH2:10][N:9]([C:13]([O:15]C(C)(C)C)=O)[N:8]1C(OC(C)(C)C)=O)=[O:6].FC(F)(F)C(O)=O.[C:36]([O:40][C:41](=[O:65])[CH2:42][C@@H:43](C(O)=O)[NH:44][C:45]([O:47][CH2:48][CH:49]1[C:61]2[C:56](=[CH:57][CH:58]=[CH:59][CH:60]=2)[C:55]2[C:50]1=[CH:51][CH:52]=[CH:53][CH:54]=2)=[O:46])([CH3:39])([CH3:38])[CH3:37].C(N(CC)C(C)C)(C)C.C[NH3+].F[P-](F)(F)(F)(F)F.N1(OC(N(C)C)=[N+](C)C)C2N=CC=CC=2N=N1.F[P-](F)(F)(F)(F)F. Product: [Cl:28][C:2]([Cl:1])([Cl:27])[CH2:3][O:4][C:5]([C@@H:7]1[CH2:12][CH2:11][CH2:10][N:9]([C:13](=[O:15])[C@@H:43]([NH:44][C:45]([O:47][CH2:48][CH:49]2[C:50]3[CH:51]=[CH:52][CH:53]=[CH:54][C:55]=3[C:56]3[C:61]2=[CH:60][CH:59]=[CH:58][CH:57]=3)=[O:46])[CH2:42][C:41]([O:40][C:36]([CH3:39])([CH3:38])[CH3:37])=[O:65])[NH:8]1)=[O:6]. The catalyst class is: 545. (4) Reactant: [F:1][C:2]1[CH:3]=[C:4]([NH2:9])[C:5]([NH2:8])=[CH:6][CH:7]=1.[C:10](O[C:10]([O:12][C:13]([CH3:16])([CH3:15])[CH3:14])=[O:11])([O:12][C:13]([CH3:16])([CH3:15])[CH3:14])=[O:11].C(OCC)(=O)C. Product: [C:13]([O:12][C:10](=[O:11])[NH:9][C:4]1[CH:3]=[C:2]([F:1])[CH:7]=[CH:6][C:5]=1[NH2:8])([CH3:16])([CH3:15])[CH3:14]. The catalyst class is: 6. (5) Reactant: [CH2:1]([Si:3]([CH3:20])([CH3:19])[C:4]1[CH:8]=[C:7](C(O)=O)[N:6]([C:12]2[CH:17]=[CH:16][C:15]([CH3:18])=[CH:14][CH:13]=2)[N:5]=1)[CH3:2].C1C=CC(P(N=[N+]=[N-])(C2C=CC=CC=2)=[O:28])=CC=1.C([N:40]([CH2:43]C)CC)C.[NH2:45][C:46]1[C:55]2[C:50](=[CH:51][CH:52]=[CH:53][CH:54]=2)[C:49]([O:56][C:57]2[CH:62]=[CH:61][N:60]=[C:59]([NH:63][C:64]3[CH:69]=[CH:68][CH:67]=[CH:66][CH:65]=3)[N:58]=2)=[CH:48][CH:47]=1. Product: [CH2:1]([Si:3]([CH3:19])([CH3:20])[C:4]1[CH:8]=[C:7]([NH:40][C:43]([NH:45][C:46]2[C:55]3[C:50](=[CH:51][CH:52]=[CH:53][CH:54]=3)[C:49]([O:56][C:57]3[CH:62]=[CH:61][N:60]=[C:59]([NH:63][C:64]4[CH:65]=[CH:66][CH:67]=[CH:68][CH:69]=4)[N:58]=3)=[CH:48][CH:47]=2)=[O:28])[N:6]([C:12]2[CH:13]=[CH:14][C:15]([CH3:18])=[CH:16][CH:17]=2)[N:5]=1)[CH3:2]. The catalyst class is: 12. (6) Reactant: O1CCCC1.[CH3:6][C:7]1[CH:8]=[CH:9][C:10]([O:13][CH2:14][C:15]2[CH:20]=[CH:19][C:18]([CH2:21][C:22](Cl)=[N:23][OH:24])=[CH:17][CH:16]=2)=[N:11][CH:12]=1.[C:26]([C:28]1[C:29]([NH2:34])=[N:30][CH:31]=[CH:32][CH:33]=1)#[CH:27].C(N(CC)CC)C. Product: [CH3:6][C:7]1[CH:8]=[CH:9][C:10]([O:13][CH2:14][C:15]2[CH:20]=[CH:19][C:18]([CH2:21][C:22]3[CH:27]=[C:26]([C:28]4[C:29]([NH2:34])=[N:30][CH:31]=[CH:32][CH:33]=4)[O:24][N:23]=3)=[CH:17][CH:16]=2)=[N:11][CH:12]=1. The catalyst class is: 6. (7) Reactant: [CH3:1][N:2]1[C:6]2[N:7]=[CH:8][N:9]=[C:10]([N:11]3[C:15]4=[N:16][CH:17]=[CH:18][CH:19]=[C:14]4[C:13]([C:20]([OH:22])=O)=[CH:12]3)[C:5]=2[CH:4]=[CH:3]1.S(Cl)([Cl:25])=O. Product: [Cl:25][C:20]([C:13]1[C:14]2[C:15](=[N:16][CH:17]=[CH:18][CH:19]=2)[N:11]([C:10]2[C:5]3[CH:4]=[CH:3][N:2]([CH3:1])[C:6]=3[N:7]=[CH:8][N:9]=2)[CH:12]=1)=[O:22]. The catalyst class is: 22. (8) Reactant: [Cl:1][C:2]1[C:3]([OH:17])=[C:4]([C:13]([O:15][CH3:16])=[O:14])[C:5]2[O:9][C:8]([CH2:10][CH3:11])=[CH:7][C:6]=2[CH:12]=1.Br[CH2:19][CH3:20].C([O-])([O-])=O.[Cs+].[Cs+]. Product: [Cl:1][C:2]1[C:3]([O:17][CH2:19][CH3:20])=[C:4]([C:13]([O:15][CH3:16])=[O:14])[C:5]2[O:9][C:8]([CH2:10][CH3:11])=[CH:7][C:6]=2[CH:12]=1. The catalyst class is: 21. (9) Reactant: [CH3:1][O:2][C:3]1[CH:8]=[CH:7][C:6]([C:9]2[NH:13][C:12]([C@@H:14]3[CH2:18][CH2:17][CH2:16][N:15]3C(OC(C)(C)C)=O)=[N:11][CH:10]=2)=[CH:5][CH:4]=1. Product: [CH3:1][O:2][C:3]1[CH:4]=[CH:5][C:6]([C:9]2[NH:13][C:12]([C@@H:14]3[CH2:18][CH2:17][CH2:16][NH:15]3)=[N:11][CH:10]=2)=[CH:7][CH:8]=1. The catalyst class is: 393. (10) Reactant: [Cl:1][C:2]1[N:7]=[C:6]([N:8]([CH3:13])[CH2:9][CH2:10][CH2:11][OH:12])[C:5]([CH3:14])=[CH:4][N:3]=1.O[C:16]1[CH:17]=[C:18]2[C:22](=[CH:23][CH:24]=1)[C@H:21]([CH2:25][C:26]([O:28][CH2:29][CH3:30])=[O:27])[CH2:20][CH2:19]2.C1C=CC(P(C2C=CC=CC=2)C2C=CC=CC=2)=CC=1.C1CCN(C(N=NC(N2CCCCC2)=O)=O)CC1. Product: [Cl:1][C:2]1[N:7]=[C:6]([N:8]([CH3:13])[CH2:9][CH2:10][CH2:11][O:12][C:16]2[CH:17]=[C:18]3[C:22](=[CH:23][CH:24]=2)[C@H:21]([CH2:25][C:26]([O:28][CH2:29][CH3:30])=[O:27])[CH2:20][CH2:19]3)[C:5]([CH3:14])=[CH:4][N:3]=1. The catalyst class is: 1.